This data is from Reaction yield outcomes from USPTO patents with 853,638 reactions. The task is: Predict the reaction yield, written as a fraction of the theoretical maximum amount of product (1.0 means a 100% yield; for example, 0.34 means a 34% yield). (1) The reactants are [CH2:1]([C:4]1([S:7]([N:10]2[C:14]3=[CH:15][C:16]4[S:20][N:19]=[N:18][C:17]=4[C:21]([F:22])=[C:13]3[N:12]([C:23]3[CH:28]=[CH:27][C:26]([I:29])=[CH:25][C:24]=3[F:30])C2=O)(=[O:9])=[O:8])[CH2:6][CH2:5]1)[CH:2]=[CH2:3].C[Si](C)(C)[O-].[K+]. The catalyst is C1COCC1. The product is [CH2:1]([C:4]1([S:7]([NH:10][C:14]2[C:13]([NH:12][C:23]3[CH:28]=[CH:27][C:26]([I:29])=[CH:25][C:24]=3[F:30])=[C:21]([F:22])[C:17]3[N:18]=[N:19][S:20][C:16]=3[CH:15]=2)(=[O:8])=[O:9])[CH2:5][CH2:6]1)[CH:2]=[CH2:3]. The yield is 0.873. (2) The reactants are [F:1][C:2]([F:7])([F:6])[C:3]([OH:5])=[O:4].[C:8]1([C:14]2[CH:19]=[C:18]([CH:20]3[CH2:25][CH2:24][NH:23][CH2:22][CH2:21]3)[CH:17]=[CH:16][C:15]=2[NH:26][C:27]([C:29]2[NH:30][CH:31]=[C:32]([C:34]#[N:35])[N:33]=2)=[O:28])[CH2:13][CH2:12][CH2:11][CH2:10][CH:9]=1.C([O-])([O-])=O.[K+].[K+].F[C:43]1[CH:48]=[CH:47][CH:46]=[CH:45][N:44]=1.CN(C)C(=O)C. The catalyst is O. The product is [F:1][C:2]([F:7])([F:6])[C:3]([OH:5])=[O:4].[C:8]1([C:14]2[CH:19]=[C:18]([CH:20]3[CH2:21][CH2:22][N:23]([C:43]4[CH:48]=[CH:47][CH:46]=[CH:45][N:44]=4)[CH2:24][CH2:25]3)[CH:17]=[CH:16][C:15]=2[NH:26][C:27]([C:29]2[NH:30][CH:31]=[C:32]([C:34]#[N:35])[N:33]=2)=[O:28])[CH2:13][CH2:12][CH2:11][CH2:10][CH:9]=1. The yield is 0.750.